This data is from Reaction yield outcomes from USPTO patents with 853,638 reactions. The task is: Predict the reaction yield, written as a fraction of the theoretical maximum amount of product (1.0 means a 100% yield; for example, 0.34 means a 34% yield). The product is [Cl:1][C:2]1[CH:3]=[C:4]([NH:8][C:9]2[C:10]3[CH:20]=[CH:19][CH:18]=[C:17]([C:21]4[CH:26]=[CH:25][N:24]=[C:23]([CH3:27])[CH:22]=4)[C:11]=3[S:12][C:13]=2[NH2:14])[CH:5]=[CH:6][CH:7]=1. The yield is 0.360. The reactants are [Cl:1][C:2]1[CH:3]=[C:4]([NH:8][C:9]2[C:10]3[CH:20]=[CH:19][CH:18]=[C:17]([C:21]4[CH:26]=[CH:25][N:24]=[C:23]([CH3:27])[CH:22]=4)[C:11]=3[S:12][C:13]=2[N+:14]([O-])=O)[CH:5]=[CH:6][CH:7]=1.[H][H]. The catalyst is CO.[Pd].